Task: Predict the reaction yield, written as a fraction of the theoretical maximum amount of product (1.0 means a 100% yield; for example, 0.34 means a 34% yield).. Dataset: Reaction yield outcomes from USPTO patents with 853,638 reactions The reactants are [CH3:1][C:2]1[N:6]([CH2:7][C:8]2[CH:13]=[CH:12][CH:11]=[C:10]([C:14]([F:17])([F:16])[F:15])[C:9]=2[CH3:18])[C:5]2[CH:19]=[C:20]([N:26]3[CH2:31][CH2:30][O:29][CH2:28][CH2:27]3)[CH:21]=[C:22]([C:23]([NH2:25])=O)[C:4]=2[N:3]=1.COC(OC)[N:35]([CH3:37])C.O.[NH2:41]N. The catalyst is C(O)(=O)C. The product is [CH3:1][C:2]1[N:6]([CH2:7][C:8]2[CH:13]=[CH:12][CH:11]=[C:10]([C:14]([F:15])([F:16])[F:17])[C:9]=2[CH3:18])[C:5]2[CH:19]=[C:20]([N:26]3[CH2:31][CH2:30][O:29][CH2:28][CH2:27]3)[CH:21]=[C:22]([C:23]3[N:35]=[CH:37][NH:41][N:25]=3)[C:4]=2[N:3]=1. The yield is 0.420.